From a dataset of NCI-60 drug combinations with 297,098 pairs across 59 cell lines. Regression. Given two drug SMILES strings and cell line genomic features, predict the synergy score measuring deviation from expected non-interaction effect. (1) Drug 1: CC1=C2C(C(=O)C3(C(CC4C(C3C(C(C2(C)C)(CC1OC(=O)C(C(C5=CC=CC=C5)NC(=O)OC(C)(C)C)O)O)OC(=O)C6=CC=CC=C6)(CO4)OC(=O)C)OC)C)OC. Drug 2: CC12CCC(CC1=CCC3C2CCC4(C3CC=C4C5=CN=CC=C5)C)O. Cell line: HS 578T. Synergy scores: CSS=60.3, Synergy_ZIP=4.43, Synergy_Bliss=6.79, Synergy_Loewe=-18.0, Synergy_HSA=6.15. (2) Drug 1: CC1=C(N=C(N=C1N)C(CC(=O)N)NCC(C(=O)N)N)C(=O)NC(C(C2=CN=CN2)OC3C(C(C(C(O3)CO)O)O)OC4C(C(C(C(O4)CO)O)OC(=O)N)O)C(=O)NC(C)C(C(C)C(=O)NC(C(C)O)C(=O)NCCC5=NC(=CS5)C6=NC(=CS6)C(=O)NCCC[S+](C)C)O. Drug 2: C1CN(P(=O)(OC1)NCCCl)CCCl. Cell line: OVCAR-5. Synergy scores: CSS=23.0, Synergy_ZIP=-6.77, Synergy_Bliss=-0.148, Synergy_Loewe=-26.2, Synergy_HSA=0.910. (3) Drug 1: C1CN1P(=S)(N2CC2)N3CC3. Drug 2: CN1C2=C(C=C(C=C2)N(CCCl)CCCl)N=C1CCCC(=O)O.Cl. Cell line: OVCAR-5. Synergy scores: CSS=7.63, Synergy_ZIP=-1.63, Synergy_Bliss=1.36, Synergy_Loewe=-27.7, Synergy_HSA=0.366. (4) Drug 1: C1CCC(C1)C(CC#N)N2C=C(C=N2)C3=C4C=CNC4=NC=N3. Drug 2: C1=NC(=NC(=O)N1C2C(C(C(O2)CO)O)O)N. Cell line: NCI/ADR-RES. Synergy scores: CSS=0.750, Synergy_ZIP=-0.141, Synergy_Bliss=0.960, Synergy_Loewe=-2.44, Synergy_HSA=-0.637. (5) Drug 1: CN1CCC(CC1)COC2=C(C=C3C(=C2)N=CN=C3NC4=C(C=C(C=C4)Br)F)OC. Drug 2: CC1C(C(CC(O1)OC2CC(CC3=C2C(=C4C(=C3O)C(=O)C5=C(C4=O)C(=CC=C5)OC)O)(C(=O)CO)O)N)O.Cl. Cell line: ACHN. Synergy scores: CSS=49.2, Synergy_ZIP=-0.938, Synergy_Bliss=-0.860, Synergy_Loewe=-8.11, Synergy_HSA=2.29.